This data is from Full USPTO retrosynthesis dataset with 1.9M reactions from patents (1976-2016). The task is: Predict the reactants needed to synthesize the given product. (1) Given the product [Cl:24][C:23]1[CH:22]=[C:18]([C:19]([O:21][CH2:33][CH3:34])=[O:20])[C:17]([F:25])=[CH:16][C:15]=1[O:14][CH2:13][C:10]1([F:12])[CH2:9][N:8]([C:6]([O:5][C:1]([CH3:4])([CH3:2])[CH3:3])=[O:7])[CH2:11]1, predict the reactants needed to synthesize it. The reactants are: [C:1]([O:5][C:6]([N:8]1[CH2:11][C:10]([CH2:13][O:14][C:15]2[C:23]([Cl:24])=[CH:22][C:18]([C:19]([OH:21])=[O:20])=[C:17]([F:25])[CH:16]=2)([F:12])[CH2:9]1)=[O:7])([CH3:4])([CH3:3])[CH3:2].C(=O)([O-])[O-].[K+].[K+].I[CH2:33][CH3:34]. (2) Given the product [F:1][C:2]1[CH:3]=[C:4]([C@H:9]2[CH2:13][CH2:12][CH2:11][N:10]2[C:14]2[CH:19]=[CH:18][N:17]3[N:20]=[CH:21][C:22]([C:23]([O:25][CH2:26][CH3:27])=[O:24])=[C:16]3[N:15]=2)[C:5](=[O:8])[N:6]([CH3:30])[CH:7]=1, predict the reactants needed to synthesize it. The reactants are: [F:1][C:2]1[CH:3]=[C:4]([C@H:9]2[CH2:13][CH2:12][CH2:11][N:10]2[C:14]2[CH:19]=[CH:18][N:17]3[N:20]=[CH:21][C:22]([C:23]([O:25][CH2:26][CH3:27])=[O:24])=[C:16]3[N:15]=2)[C:5](=[O:8])[NH:6][CH:7]=1.[H-].[Li+].[CH3:30]I. (3) Given the product [Cl:34][C:31]1[CH:32]=[CH:33][C:28]([O:27][CH2:26][C:25]([N:12]2[CH2:13][CH:14]3[N:16]([CH2:17][C:18]4[CH:19]=[CH:20][C:21]([F:24])=[CH:22][CH:23]=4)[CH:10]([CH2:9][NH:8][CH2:15]3)[CH2:11]2)=[O:39])=[C:29]([NH:35][C:36](=[O:38])[CH3:37])[CH:30]=1, predict the reactants needed to synthesize it. The reactants are: C(OC([N:8]1[CH2:15][CH:14]2[N:16]([CH2:17][C:18]3[CH:23]=[CH:22][C:21]([F:24])=[CH:20][CH:19]=3)[CH:10]([CH2:11][N:12]([C:25](=[O:39])[CH2:26][O:27][C:28]3[CH:33]=[CH:32][C:31]([Cl:34])=[CH:30][C:29]=3[NH:35][C:36](=[O:38])[CH3:37])[CH2:13]2)[CH2:9]1)=O)(C)(C)C.Cl. (4) Given the product [F:56][C:57]([F:62])([F:61])[C:58]([OH:60])=[O:59].[O:2]1[C:7]2([CH2:8][CH2:9][NH:10][CH2:11][CH2:12]2)[CH2:6][N:5]([C:27]([C:25]2[N:26]=[C:22]([C:21]([F:31])([F:20])[F:30])[S:23][CH:24]=2)=[O:28])[CH2:4][CH2:3]1, predict the reactants needed to synthesize it. The reactants are: Cl.[O:2]1[C:7]2([CH2:12][CH2:11][N:10](C(OC(C)(C)C)=O)[CH2:9][CH2:8]2)[CH2:6][NH:5][CH2:4][CH2:3]1.[F:20][C:21]([F:31])([F:30])[C:22]1[S:23][CH:24]=[C:25]([C:27](O)=[O:28])[N:26]=1.CN(C(ON1N=NC2C=CC=NC1=2)=[N+](C)C)C.F[P-](F)(F)(F)(F)F.[F:56][C:57]([F:62])([F:61])[C:58]([OH:60])=[O:59]. (5) Given the product [OH:16][C:13]1[CH:12]=[CH:11][C:10]([CH2:9][N:8]([C:5]2[CH:4]=[CH:3][C:2]([I:1])=[CH:7][CH:6]=2)[S:36]([C:30]2[CH:35]=[CH:34][CH:33]=[CH:32][CH:31]=2)(=[O:38])=[O:37])=[CH:15][CH:14]=1, predict the reactants needed to synthesize it. The reactants are: [I:1][C:2]1[CH:7]=[CH:6][C:5]([NH:8][CH2:9][C:10]2[CH:15]=[CH:14][C:13]([O:16]C3CCCCO3)=[CH:12][CH:11]=2)=[CH:4][CH:3]=1.C(N(CC)CC)C.[C:30]1([S:36](Cl)(=[O:38])=[O:37])[CH:35]=[CH:34][CH:33]=[CH:32][CH:31]=1. (6) Given the product [CH3:3][C:2]([CH3:5])([CH3:4])[CH2:1][NH:6][C:16](=[O:17])[CH2:15][NH:14][C:7](=[O:8])[O:9][C:10]([CH3:11])([CH3:12])[CH3:13], predict the reactants needed to synthesize it. The reactants are: [CH2:1]([NH2:6])[C:2]([CH3:5])([CH3:4])[CH3:3].[C:7]([NH:14][CH2:15][C:16](O)=[O:17])([O:9][C:10]([CH3:13])([CH3:12])[CH3:11])=[O:8].C(N(CC)CC)C.[I-].ClC1C=CC=C[N+]=1C.